From a dataset of HIV replication inhibition screening data with 41,000+ compounds from the AIDS Antiviral Screen. Binary Classification. Given a drug SMILES string, predict its activity (active/inactive) in a high-throughput screening assay against a specified biological target. (1) The molecule is COC(=O)c1cc(C(c2cc(C(=O)OC)c(O)cc2C)C(Cl)Cl)c(C)cc1O. The result is 0 (inactive). (2) The result is 0 (inactive). The drug is O=C(CC(=O)c1ccc([N+](=O)[O-])cc1)C(=O)Nc1nccs1. (3) The molecule is COC(=O)C(CS)NC(=O)CNC(=O)c1ccccc1. The result is 0 (inactive). (4) The drug is Oc1nc2ccccc2nc1CBr. The result is 0 (inactive). (5) The molecule is CN(C)C(=S)Nc1nnc(Nc2ccccc2)s1. The result is 0 (inactive). (6) The drug is CCCCCCCCCC=C(c1cc(Br)c(O)c(C(=O)O)c1)c1cc(Br)c(O)c(C(=O)O)c1.N. The result is 1 (active). (7) The compound is CCCCCCCCOCC(O)COC. The result is 0 (inactive).